Dataset: Catalyst prediction with 721,799 reactions and 888 catalyst types from USPTO. Task: Predict which catalyst facilitates the given reaction. (1) Reactant: [O:1]1CCO[CH:2]1[C:6]1[CH:11]=[CH:10][C:9]([C:12]2[C:21]([C:22]3[CH:27]=[CH:26][CH:25]=[CH:24][CH:23]=3)=[CH:20][C:19]3[C:18]4=[N:28][N:29]=[C:30]([CH3:31])[N:17]4[CH:16]=[CH:15][C:14]=3[N:13]=2)=[CH:8][CH:7]=1. Product: [CH3:31][C:30]1[N:17]2[C:18]([C:19]3[CH:20]=[C:21]([C:22]4[CH:27]=[CH:26][CH:25]=[CH:24][CH:23]=4)[C:12]([C:9]4[CH:10]=[CH:11][C:6]([CH:2]=[O:1])=[CH:7][CH:8]=4)=[N:13][C:14]=3[CH:15]=[CH:16]2)=[N:28][N:29]=1. The catalyst class is: 393. (2) Reactant: [Si:1]([O:18][C@@H:19]([CH3:23])[C:20](O)=[O:21])([C:14]([CH3:17])([CH3:16])[CH3:15])([C:8]1[CH:13]=[CH:12][CH:11]=[CH:10][CH:9]=1)[C:2]1[CH:7]=[CH:6][CH:5]=[CH:4][CH:3]=1.[F:24][C:25]1[CH:30]=[CH:29][C:28]([F:31])=[CH:27][C:26]=1[C:32]1[S:36][C:35]([CH2:43][O:44][CH2:45][O:46][CH3:47])([C:37]2[CH:42]=[CH:41][CH:40]=[CH:39][CH:38]=2)[NH:34][N:33]=1.C1CN([P+](ON2N=NC3C=CC=CC2=3)(N2CCCC2)N2CCCC2)CC1.F[P-](F)(F)(F)(F)F.CCN(C(C)C)C(C)C.C([O-])(O)=O.[Na+]. Product: [Si:1]([O:18][C@@H:19]([CH3:23])[C:20]([N:34]1[N:33]=[C:32]([C:26]2[CH:27]=[C:28]([F:31])[CH:29]=[CH:30][C:25]=2[F:24])[S:36][C@@:35]1([CH2:43][O:44][CH2:45][O:46][CH3:47])[C:37]1[CH:42]=[CH:41][CH:40]=[CH:39][CH:38]=1)=[O:21])([C:14]([CH3:16])([CH3:17])[CH3:15])([C:8]1[CH:9]=[CH:10][CH:11]=[CH:12][CH:13]=1)[C:2]1[CH:3]=[CH:4][CH:5]=[CH:6][CH:7]=1. The catalyst class is: 3. (3) Reactant: [Li]C(C)(C)C.[CH2:6]([O:13][C:14]1[CH:19]=[CH:18][C:17]([O:20][CH2:21][O:22][CH3:23])=[CH:16][N:15]=1)[C:7]1[CH:12]=[CH:11][CH:10]=[CH:9][CH:8]=1.[I:24]I. The catalyst class is: 1. Product: [CH2:6]([O:13][C:14]1[CH:19]=[C:18]([I:24])[C:17]([O:20][CH2:21][O:22][CH3:23])=[CH:16][N:15]=1)[C:7]1[CH:12]=[CH:11][CH:10]=[CH:9][CH:8]=1. (4) Reactant: [NH2:1][C:2]1[N:7]=[C:6]([N:8]2[C@H:13]([CH3:14])[CH2:12][O:11][C@H:10]([C:15](O)=[O:16])[CH2:9]2)[CH:5]=[C:4]([C:18]2[CH:23]=[CH:22][C:21]([C:24]#[N:25])=[C:20]([F:26])[CH:19]=2)[N:3]=1.[CH:27]1[CH:28]=[CH:29][C:30]2N(O)N=[N:33][C:31]=2[CH:32]=1.C(Cl)CCl.NC1C=CC=CC=1. The catalyst class is: 329. Product: [NH2:1][C:2]1[N:7]=[C:6]([N:8]2[C@H:13]([CH3:14])[CH2:12][O:11][C@H:10]([C:15]([NH:33][C:31]3[CH:32]=[CH:27][CH:28]=[CH:29][CH:30]=3)=[O:16])[CH2:9]2)[CH:5]=[C:4]([C:18]2[CH:23]=[CH:22][C:21]([C:24]#[N:25])=[C:20]([F:26])[CH:19]=2)[N:3]=1.